From a dataset of NCI-60 drug combinations with 297,098 pairs across 59 cell lines. Regression. Given two drug SMILES strings and cell line genomic features, predict the synergy score measuring deviation from expected non-interaction effect. Drug 1: N.N.Cl[Pt+2]Cl. Drug 2: CC1C(C(CC(O1)OC2CC(CC3=C2C(=C4C(=C3O)C(=O)C5=C(C4=O)C(=CC=C5)OC)O)(C(=O)CO)O)N)O.Cl. Cell line: HS 578T. Synergy scores: CSS=38.4, Synergy_ZIP=-1.77, Synergy_Bliss=-3.20, Synergy_Loewe=-10.8, Synergy_HSA=-0.460.